From a dataset of Retrosynthesis with 50K atom-mapped reactions and 10 reaction types from USPTO. Predict the reactants needed to synthesize the given product. Given the product CCOC(=O)c1ccc(-c2ccc(CSCCOc3ccccc3)cc2)cc1, predict the reactants needed to synthesize it. The reactants are: CCOC(=O)c1cccc(-c2ccc(CSCCOc3ccccc3)cc2)c1.